This data is from Human liver microsome stability data. The task is: Regression/Classification. Given a drug SMILES string, predict its absorption, distribution, metabolism, or excretion properties. Task type varies by dataset: regression for continuous measurements (e.g., permeability, clearance, half-life) or binary classification for categorical outcomes (e.g., BBB penetration, CYP inhibition). Dataset: hlm. (1) The compound is CCC(C)n1nc(-c2cccs2)c(O)c(C2=NS(=O)(=O)c3cc(NS(C)(=O)=O)ccc3N2)c1=O. The result is 0 (unstable in human liver microsomes). (2) The compound is COc1cc(N2CCN(C[C@H](C)O)CC2)ccc1Nc1ncc2ccc(-c3ccccc3N(C)S(C)(=O)=O)n2n1. The result is 0 (unstable in human liver microsomes). (3) The molecule is CC1(C)CC(c2ccc(OC3CCN(C4CCC4)CC3)cc2)=NNC1=O. The result is 0 (unstable in human liver microsomes). (4) The compound is COc1ccc2c(c1)[C@@H]1C[C@]1(C(=O)N1C3CCC1CN(C)C3)Cn1c-2c(C2CCCCC2)c2ccc(C(=O)NS(=O)(=O)N(C)C)cc21. The result is 0 (unstable in human liver microsomes). (5) The drug is O=S(=O)(Nc1cccc(CO)c1)c1ccc(-c2ccc(Cl)cc2F)cc1. The result is 0 (unstable in human liver microsomes).